This data is from Full USPTO retrosynthesis dataset with 1.9M reactions from patents (1976-2016). The task is: Predict the reactants needed to synthesize the given product. (1) The reactants are: [CH:1]1([C:4]2[NH:8][N:7]=[C:6]([NH:9][C:10]3[N:15]=[C:14]([NH:16][C@H:17]([C:19]4[CH:24]=[CH:23][C:22]([F:25])=[CH:21][CH:20]=4)[CH3:18])[C:13]([NH2:26])=[CH:12][CH:11]=3)[CH:5]=2)[CH2:3][CH2:2]1.Cl.[C:28](N)(=N)[CH3:29].C([O-])(O)=O.[Na+].CCOC(C)=O. Given the product [CH:1]1([C:4]2[NH:8][N:7]=[C:6]([NH:9][C:10]3[N:15]=[C:14]4[N:16]([C@H:17]([C:19]5[CH:20]=[CH:21][C:22]([F:25])=[CH:23][CH:24]=5)[CH3:18])[C:28]([CH3:29])=[N:26][C:13]4=[CH:12][CH:11]=3)[CH:5]=2)[CH2:3][CH2:2]1, predict the reactants needed to synthesize it. (2) Given the product [CH2:1]([N:8]1[C@@H:13]2[C@H:14]([C:16]([NH2:44])=[O:17])[CH2:15][C@@:9]1([C:36]1[CH:41]=[CH:40][CH:39]=[CH:38][CH:37]=1)[C@H:10]([O:19][C@H:20]([C:22]1[CH:27]=[C:26]([C:28]([F:31])([F:29])[F:30])[CH:25]=[C:24]([C:32]([F:35])([F:34])[F:33])[CH:23]=1)[CH3:21])[CH2:11][CH2:12]2)[C:2]1[CH:3]=[CH:4][CH:5]=[CH:6][CH:7]=1, predict the reactants needed to synthesize it. The reactants are: [CH2:1]([N:8]1[C@@H:13]2[C@H:14]([C:16](O)=[O:17])[CH2:15][C@@:9]1([C:36]1[CH:41]=[CH:40][CH:39]=[CH:38][CH:37]=1)[C@H:10]([O:19][C@H:20]([C:22]1[CH:27]=[C:26]([C:28]([F:31])([F:30])[F:29])[CH:25]=[C:24]([C:32]([F:35])([F:34])[F:33])[CH:23]=1)[CH3:21])[CH2:11][CH2:12]2)[C:2]1[CH:7]=[CH:6][CH:5]=[CH:4][CH:3]=1.C([N:44](CC)CC)C.Cl.CN(C)CCCN=C=NCC.N.O1CCOCC1. (3) Given the product [C:1]([O:4][C@H:5]1[C@H:10]([O:11][C:12](=[O:14])[CH3:13])[C@@H:9]([O:15][C:16](=[O:18])[CH3:17])[C@H:8]([C:19]2[CH:24]=[C:23]([CH2:25][C:26]3[CH:31]=[CH:30][C:29]([CH2:32][CH3:33])=[CH:28][CH:27]=3)[C:22]([Cl:34])=[CH:21][C:20]=2[CH2:35][CH2:36][O:37][CH2:38][CH2:39][OH:40])[O:7][C@@H:6]1[CH2:41][O:42][C:43](=[O:45])[CH3:44])(=[O:3])[CH3:2], predict the reactants needed to synthesize it. The reactants are: [C:1]([O:4][C@H:5]1[C@H:10]([O:11][C:12](=[O:14])[CH3:13])[C@@H:9]([O:15][C:16](=[O:18])[CH3:17])[C@H:8]([C:19]2[CH:24]=[C:23]([CH2:25][C:26]3[CH:31]=[CH:30][C:29]([CH2:32][CH3:33])=[CH:28][CH:27]=3)[C:22]([Cl:34])=[CH:21][C:20]=2[CH2:35][CH2:36][O:37][CH2:38][CH:39]=[O:40])[O:7][C@@H:6]1[CH2:41][O:42][C:43](=[O:45])[CH3:44])(=[O:3])[CH3:2].[BH4-].[Na+].CO. (4) Given the product [Cl:1][C:2]1[CH:7]=[C:6]([O:17][C:12]2[CH:13]=[CH:14][C:15]([NH2:16])=[C:10]([F:9])[CH:11]=2)[CH:5]=[CH:4][N:3]=1, predict the reactants needed to synthesize it. The reactants are: [Cl:1][C:2]1[CH:7]=[C:6](Cl)[CH:5]=[CH:4][N:3]=1.[F:9][C:10]1[CH:11]=[C:12]([OH:17])[CH:13]=[CH:14][C:15]=1[NH2:16]. (5) Given the product [O:13]=[C:10]1[NH:9][CH:8]([C:3]2[CH:4]=[CH:5][CH:6]=[CH:7][C:2]=2[N:25]2[CH2:24][CH2:23][N:22]([C:28]([O:30][C:31]([CH3:34])([CH3:33])[CH3:32])=[O:29])[CH2:27][CH2:26]2)[CH2:12][O:11]1, predict the reactants needed to synthesize it. The reactants are: Br[C:2]1[CH:7]=[CH:6][CH:5]=[CH:4][C:3]=1[CH:8]1[CH2:12][O:11][C:10](=[O:13])[NH:9]1.N1C=CC=C1C(O)=O.[N:22]1([C:28]([O:30][C:31]([CH3:34])([CH3:33])[CH3:32])=[O:29])[CH2:27][CH2:26][NH:25][CH2:24][CH2:23]1.[O-]P([O-])([O-])=O.[K+].[K+].[K+]. (6) Given the product [S:2]1[CH:19]=[C:20]([C:22]2[N:23]=[CH:24][N:25]3[CH:29]=[CH:28][S:27][C:26]=23)[N:17]=[CH:15]1, predict the reactants needed to synthesize it. The reactants are: P12(SP3(SP(SP(S3)(S1)=S)(=S)S2)=S)=[S:2].[CH:15]([NH2:17])=O.Cl[CH2:19][C:20]([C:22]1[N:23]=[CH:24][N:25]2[CH:29]=[CH:28][S:27][C:26]=12)=O.C(=O)([O-])O.[Na+].